Dataset: Full USPTO retrosynthesis dataset with 1.9M reactions from patents (1976-2016). Task: Predict the reactants needed to synthesize the given product. (1) Given the product [CH3:1][N:2]([CH2:3][C:4]1[CH:9]=[CH:8][C:7]([C:10]([N:12]2[CH2:18][C:17]3([CH3:20])[CH2:19][CH:13]2[CH2:14][C:15]([CH3:22])([CH3:21])[CH2:16]3)=[O:11])=[CH:6][CH:5]=1)[C:29]([C:26]1[CH:25]=[C:24]([CH3:23])[O:28][N:27]=1)=[O:30], predict the reactants needed to synthesize it. The reactants are: [CH3:1][NH:2][CH2:3][C:4]1[CH:9]=[CH:8][C:7]([C:10]([N:12]2[CH2:18][C:17]3([CH3:20])[CH2:19][CH:13]2[CH2:14][C:15]([CH3:22])([CH3:21])[CH2:16]3)=[O:11])=[CH:6][CH:5]=1.[CH3:23][C:24]1[O:28][N:27]=[C:26]([C:29](Cl)=[O:30])[CH:25]=1. (2) Given the product [Cl:1][C:2]1[CH:3]=[C:4]([N:9]2[CH2:22][S:11]/[C:10]/2=[N:12]\[C:13](=[O:20])[C:14]2[CH:15]=[CH:16][CH:17]=[CH:18][CH:19]=2)[CH:5]=[C:6]([Cl:8])[CH:7]=1, predict the reactants needed to synthesize it. The reactants are: [Cl:1][C:2]1[CH:3]=[C:4]([NH:9][C:10]([NH:12][C:13](=[O:20])[C:14]2[CH:19]=[CH:18][CH:17]=[CH:16][CH:15]=2)=[S:11])[CH:5]=[C:6]([Cl:8])[CH:7]=1.I[CH2:22]I.C(N(CC)CC)C. (3) Given the product [Cl:1][C:2]1[CH:3]=[C:4]([C:8]2[O:9][C:10]3[CH2:15][CH2:14][N:13]([C:16]4[CH:17]=[CH:20][CH:21]=[CH:22][N:23]=4)[CH2:12][C:11]=3[N:24]=2)[CH:5]=[CH:6][CH:7]=1, predict the reactants needed to synthesize it. The reactants are: [Cl:1][C:2]1[CH:3]=[C:4]([C:8]2[O:9][C:10]3[CH2:15][CH2:14][N:13]([C:16]4[N:23]=[CH:22][CH:21]=[CH:20][C:17]=4C#N)[CH2:12][C:11]=3[N:24]=2)[CH:5]=[CH:6][CH:7]=1.BrC1C=CC=CN=1. (4) Given the product [C:30]([OH:32])(=[O:31])[C:29]1[CH:24]=[CH:25][C:26]([C:8]([OH:10])=[O:9])=[CH:27][CH:28]=1.[CH3:1][C:2]1[CH:3]=[CH:4][C:5]([C:8]([OH:10])=[O:9])=[CH:6][CH:7]=1, predict the reactants needed to synthesize it. The reactants are: [CH3:1][C:2]1[CH:3]=[CH:4][C:5]([C:8]([OH:10])=[O:9])=[CH:6][CH:7]=1.ON1C(=O)N(O)C(=O)N(O)C1=O.C[C:24]1[CH:25]=[CH:26][CH:27]=[CH:28][C:29]=1[C:30]([OH:32])=[O:31].O=O. (5) Given the product [OH:9][CH2:8][CH2:7][N:1]1[CH2:6][CH2:5][N:4]([CH2:11][CH2:12][N:13]2[C:14](=[O:23])[C:15]3[C:16](=[CH:19][CH:20]=[CH:21][CH:22]=3)[C:17]2=[O:18])[CH2:3][CH2:2]1, predict the reactants needed to synthesize it. The reactants are: [N:1]1([CH2:7][CH2:8][OH:9])[CH2:6][CH2:5][NH:4][CH2:3][CH2:2]1.Br[CH2:11][CH2:12][N:13]1[C:17](=[O:18])[C:16]2=[CH:19][CH:20]=[CH:21][CH:22]=[C:15]2[C:14]1=[O:23].C([O-])([O-])=O.[K+].[K+]. (6) Given the product [ClH:1].[NH2:11][CH2:10][CH:9]([C:4]1[CH:5]=[CH:6][C:7]([Cl:8])=[C:2]([Cl:1])[CH:3]=1)[CH:12]([C:13]1[CH:18]=[CH:17][CH:16]=[C:15]([N:19]2[CH2:20][CH2:21][O:22][CH2:23][CH2:24]2)[CH:14]=1)[OH:25], predict the reactants needed to synthesize it. The reactants are: [Cl:1][C:2]1[CH:3]=[C:4]([CH:9]([CH:12]([OH:25])[C:13]2[CH:18]=[CH:17][CH:16]=[C:15]([N:19]3[CH2:24][CH2:23][O:22][CH2:21][CH2:20]3)[CH:14]=2)[C:10]#[N:11])[CH:5]=[CH:6][C:7]=1[Cl:8]. (7) Given the product [NH2:32][C:29]1[CH:30]=[CH:31][C:26]([C:4]2[O:3][C:2]([CH3:1])([CH3:35])[C:6](=[O:7])[C:5]=2[C:8]2[CH:13]=[CH:12][C:11]([O:14][CH2:15][C:16]3[CH:25]=[CH:24][C:23]4[C:18](=[CH:19][CH:20]=[CH:21][CH:22]=4)[N:17]=3)=[CH:10][CH:9]=2)=[CH:27][CH:28]=1, predict the reactants needed to synthesize it. The reactants are: [CH3:1][C:2]1([CH3:35])[C:6](=[O:7])[C:5]([C:8]2[CH:13]=[CH:12][C:11]([O:14][CH2:15][C:16]3[CH:25]=[CH:24][C:23]4[C:18](=[CH:19][CH:20]=[CH:21][CH:22]=4)[N:17]=3)=[CH:10][CH:9]=2)=[C:4]([C:26]2[CH:31]=[CH:30][C:29]([N+:32]([O-])=O)=[CH:28][CH:27]=2)[O:3]1.CC(O)=O.